From a dataset of Forward reaction prediction with 1.9M reactions from USPTO patents (1976-2016). Predict the product of the given reaction. Given the reactants C[CH:2]1[CH2:10][C:9]2[C:4](=[CH:5][CH:6]=[CH:7][CH:8]=2)[C:3]1=[N:11]O.[CH3:13]O, predict the reaction product. The product is: [CH3:13][CH:10]1[C:9]2[C:4](=[CH:5][CH:6]=[CH:7][CH:8]=2)[CH:3]([NH2:11])[CH2:2]1.